Dataset: Catalyst prediction with 721,799 reactions and 888 catalyst types from USPTO. Task: Predict which catalyst facilitates the given reaction. (1) Reactant: [C:1]([C:5]1[N:6]=[C:7]([N:22]2[CH2:27][CH2:26][O:25][CH2:24][CH2:23]2)[C:8]2[N:13]=[N:12][N:11]([CH2:14][C:15]3[CH:20]=[CH:19][CH:18]=[CH:17][C:16]=3Cl)[C:9]=2[N:10]=1)([CH3:4])([CH3:3])[CH3:2].C(N1C2N=C(C(C)(C)C)N=C(Cl)C=2N=N1)C1C=CC=CC=1.N1CC[C@@H](O)C1.C(N1C2N=C(C(C)(C)C)N=C(N3CC[C@@H](O)C3)C=2N=N1)C1C=CC=CC=1.C(C1N=C(N2CC[C@@H](O)C2)C2N=NN(CC3N(C)N=NN=3)C=2N=1)(C)(C)C.C(C1N=C(N2CC[C@@H](O)C2)C2N=NNC=2N=1)(C)(C)C.C(C1N=C(N2CCC(F)(F)C2)C2N=NN(CC)C=2N=1)(C)(C)C.ClCC1N(C)N=NN=1. Product: [CH2:14]([N:11]1[C:9]2[N:10]=[C:5]([C:1]([CH3:4])([CH3:3])[CH3:2])[N:6]=[C:7]([N:22]3[CH2:27][CH2:26][C@@H:24]([OH:25])[CH2:23]3)[C:8]=2[N:13]=[N:12]1)[C:15]1[CH:16]=[CH:17][CH:18]=[CH:19][CH:20]=1. The catalyst class is: 45. (2) Reactant: [CH:1]([O:4][C:5]1[CH:36]=[C:35]([CH3:37])[CH:34]=[CH:33][C:6]=1[C:7]([NH:9][C:10]1[CH:32]=[CH:31][C:13]([O:14][CH2:15][CH2:16][C:17]2[N:22]=[C:21]([NH:23]C(=O)OC(C)(C)C)[CH:20]=[CH:19][CH:18]=2)=[CH:12][CH:11]=1)=[O:8])([CH3:3])[CH3:2].FC(F)(F)C(O)=O. Product: [NH2:23][C:21]1[N:22]=[C:17]([CH2:16][CH2:15][O:14][C:13]2[CH:12]=[CH:11][C:10]([NH:9][C:7](=[O:8])[C:6]3[CH:33]=[CH:34][C:35]([CH3:37])=[CH:36][C:5]=3[O:4][CH:1]([CH3:2])[CH3:3])=[CH:32][CH:31]=2)[CH:18]=[CH:19][CH:20]=1. The catalyst class is: 4. (3) Reactant: [CH3:1][C:2]1[C:3]([CH2:14][S:15]([C:17]2[N:21]([CH2:22][OH:23])[C:20]3[CH:24]=[CH:25][CH:26]=[CH:27][C:19]=3[N:18]=2)=[O:16])=[N:4][CH:5]=[CH:6][C:7]=1[O:8][CH2:9][C:10]([F:13])([F:12])[F:11].C(N(CC)CC)C.Cl[C:36]([O:38][CH2:39][C:40]1[CH:45]=[CH:44][CH:43]=[CH:42][CH:41]=1)=[O:37].C(OCC)(=O)C. Product: [C:36](=[O:37])([O:23][CH2:22][N:21]1[C:20]2[CH:24]=[CH:25][CH:26]=[CH:27][C:19]=2[N:18]=[C:17]1[S:15]([CH2:14][C:3]1[C:2]([CH3:1])=[C:7]([O:8][CH2:9][C:10]([F:12])([F:11])[F:13])[CH:6]=[CH:5][N:4]=1)=[O:16])[O:38][CH2:39][C:40]1[CH:45]=[CH:44][CH:43]=[CH:42][CH:41]=1. The catalyst class is: 7. (4) Reactant: C([O:3][C:4](=O)[CH:5]([C:27]1[CH:32]=[CH:31][C:30]([O:33][CH3:34])=[C:29]([O:35][CH3:36])[CH:28]=1)[CH2:6][C:7]1[C:8]([NH:20]C2C=CC=CC=2)=[N:9][C:10]([NH:13]C2C=CC=CC=2)=[N:11][CH:12]=1)C.S(=O)(=O)(O)O.[C:43](O)(=O)[CH3:44]. Product: [CH3:36][O:35][C:29]1[CH:28]=[C:27]([CH:5]2[C:4](=[O:3])[N:20]([C:44]3[CH:43]=[CH:7][CH:6]=[CH:5][CH:4]=3)[C:8]3[N:9]=[C:10]([NH:13][C:27]4[CH:32]=[CH:31][CH:30]=[CH:29][CH:28]=4)[N:11]=[CH:12][C:7]=3[CH2:6]2)[CH:32]=[CH:31][C:30]=1[O:33][CH3:34]. The catalyst class is: 13. (5) Reactant: [Cl:1][C:2]1[CH:3]=[C:4]([C@@H:12]([CH2:22][CH:23]2[CH2:27][CH2:26][CH2:25][CH2:24]2)[C:13]([NH:15][C:16]2[CH:20]=[CH:19][N:18]([CH3:21])[N:17]=2)=[O:14])[CH:5]=[CH:6][C:7]=1[S:8]([CH3:11])(=[O:10])=[O:9].C(Cl)(=O)C(Cl)=O.N1C(C)=CC=CC=1C.[Cl:42][C:43]1[CH:55]=[CH:54][C:46](CN2C=CC(N)=N2)=[CH:45][CH:44]=1. Product: [Cl:42][C:43]1[CH:55]=[CH:54][C:46]([CH2:21][N:18]2[CH:19]=[CH:20][C:16]([NH:15][C:13](=[O:14])[C@@H:12]([C:4]3[CH:5]=[CH:6][C:7]([S:8]([CH3:11])(=[O:10])=[O:9])=[C:2]([Cl:1])[CH:3]=3)[CH2:22][CH:23]3[CH2:24][CH2:25][CH2:26][CH2:27]3)=[N:17]2)=[CH:45][CH:44]=1. The catalyst class is: 2. (6) Reactant: [N:1]([CH2:4][C@@H:5]1[O:14][C@@:8]2([C:15]([O:17][CH3:18])=[O:16])[O:9][C:10]([CH3:13])([CH3:12])[O:11][CH:7]2[C@@H:6]1[OH:19])=[N+]=[N-]. Product: [NH2:1][CH2:4][C@@H:5]1[O:14][C@@:8]2([C:15]([O:17][CH3:18])=[O:16])[O:9][C:10]([CH3:12])([CH3:13])[O:11][CH:7]2[C@@H:6]1[OH:19]. The catalyst class is: 5. (7) The catalyst class is: 1. Reactant: [CH3:1][N:2]([CH3:14])[C:3]1[CH:13]=[CH:12][C:6]([C:7]([O:9][CH2:10][CH3:11])=[O:8])=[CH:5][CH:4]=1.FC(F)(F)S(O[C:21]1[CH:26]=[CH:25]C=[CH:23][C:22]=1[Si](C)(C)C)(=O)=O.[F-].[K+].C1OCCOCCOCCOCCOCCOC1. Product: [CH3:14][N:2]([C:1]1[CH:25]=[CH:26][CH:21]=[CH:22][CH:23]=1)[C:3]1[CH:13]=[CH:12][C:6]([C:7]([O:9][CH2:10][CH3:11])=[O:8])=[CH:5][CH:4]=1. (8) Reactant: [NH2:1][C:2]1[C:3]([C:14]([N:16]2[CH2:21][CH2:20][CH:19]([C:22]3[CH:27]=[CH:26][C:25]([Cl:28])=[CH:24][CH:23]=3)[N:18]=[C:17]2SC)=[O:15])=[N:4][CH:5]=[N:6][C:7]=1[CH:8]1[CH2:13][CH2:12][O:11][CH2:10][CH2:9]1.[H-].[Na+]. Product: [Cl:28][C:25]1[CH:26]=[CH:27][C:22]([CH:19]2[CH2:20][CH2:21][N:16]3[C:14](=[O:15])[C:3]4[N:4]=[CH:5][N:6]=[C:7]([CH:8]5[CH2:13][CH2:12][O:11][CH2:10][CH2:9]5)[C:2]=4[NH:1][C:17]3=[N:18]2)=[CH:23][CH:24]=1. The catalyst class is: 1. (9) Reactant: [OH:1][C:2]1[C:7]([N+:8]([O-])=O)=[C:6]([CH3:11])[CH:5]=[CH:4][N:3]=1.[H][H]. Product: [OH:1][C:2]1[C:7]([NH2:8])=[C:6]([CH3:11])[CH:5]=[CH:4][N:3]=1. The catalyst class is: 256.